Dataset: Full USPTO retrosynthesis dataset with 1.9M reactions from patents (1976-2016). Task: Predict the reactants needed to synthesize the given product. (1) Given the product [C:29]([Si:26]([CH3:28])([CH3:27])[O:25][C@@H:22]1[CH2:23][CH2:24][C@H:19]([N:16]2[CH2:17][CH2:18][CH:14]([CH2:13][C:12]3[C:11]([Cl:37])=[CH:10][C:9]([OH:8])=[CH:35][C:34]=3[Cl:36])[C:15]2=[O:33])[CH2:20][CH2:21]1)([CH3:31])([CH3:30])[CH3:32], predict the reactants needed to synthesize it. The reactants are: C([O:8][C:9]1[CH:35]=[C:34]([Cl:36])[C:12]([CH2:13][CH:14]2[CH2:18][CH2:17][N:16]([C@H:19]3[CH2:24][CH2:23][C@@H:22]([O:25][Si:26]([C:29]([CH3:32])([CH3:31])[CH3:30])([CH3:28])[CH3:27])[CH2:21][CH2:20]3)[C:15]2=[O:33])=[C:11]([Cl:37])[CH:10]=1)C1C=CC=CC=1. (2) Given the product [CH3:1][O:2][C:3](=[O:23])[C:4]1[CH:5]=[CH:6][C:7]([O:10][CH2:11][CH2:12][CH2:13][CH2:14][OH:15])=[CH:8][CH:9]=1, predict the reactants needed to synthesize it. The reactants are: [CH3:1][O:2][C:3](=[O:23])[C:4]1[CH:9]=[CH:8][C:7]([O:10][CH2:11][CH2:12][CH2:13][CH2:14][O:15]CC2C=CC=CC=2)=[CH:6][CH:5]=1. (3) Given the product [CH3:1][C:2]1[N:3]=[C:4]([N:12]2[CH2:16][CH2:15][N:14]([C:19]3[CH:24]=[CH:23][CH:22]=[CH:21][CH:20]=3)[C:13]2=[O:17])[S:5][C:6]=1[C:7]([O:9][CH2:10][CH3:11])=[O:8], predict the reactants needed to synthesize it. The reactants are: [CH3:1][C:2]1[N:3]=[C:4]([N:12]2[CH2:16][CH2:15][NH:14][C:13]2=[O:17])[S:5][C:6]=1[C:7]([O:9][CH2:10][CH3:11])=[O:8].I[C:19]1[CH:24]=[CH:23][CH:22]=[CH:21][CH:20]=1.C(=O)([O-])[O-].[K+].[K+].CN[C@@H]1CCCC[C@H]1NC. (4) The reactants are: [ClH:1].[NH2:2][C@@H:3]1[CH2:5][C@H:4]1[C:6]1[CH:11]=[CH:10][C:9]([NH:12][C:13](=[O:24])[C:14]2[CH:19]=[CH:18][CH:17]=[C:16]([C:20]([F:23])([F:22])[F:21])[CH:15]=2)=[CH:8][CH:7]=1.[CH:25]1([CH:28]=O)[CH2:27][CH2:26]1.C(=O)([O-])O.[Na+].[BH4-].[Na+]. Given the product [ClH:1].[CH:25]1([CH2:28][NH:2][C@@H:3]2[CH2:5][C@H:4]2[C:6]2[CH:7]=[CH:8][C:9]([NH:12][C:13](=[O:24])[C:14]3[CH:19]=[CH:18][CH:17]=[C:16]([C:20]([F:22])([F:23])[F:21])[CH:15]=3)=[CH:10][CH:11]=2)[CH2:27][CH2:26]1, predict the reactants needed to synthesize it. (5) Given the product [Br:1][C:2]1[CH:7]=[CH:6][CH:5]=[C:4]([N+:8]([O-:10])=[O:9])[C:3]=1[NH:15][CH2:14][CH2:12][OH:13], predict the reactants needed to synthesize it. The reactants are: [Br:1][C:2]1[CH:7]=[CH:6][CH:5]=[C:4]([N+:8]([O-:10])=[O:9])[C:3]=1Cl.[CH2:12]([CH2:14][NH2:15])[OH:13]. (6) Given the product [Cl:1][C:2]1[CH:3]=[C:4]([C:8]2[CH:13]=[C:12]([O:14][CH3:15])[C:11]([I:22])=[C:10]([F:16])[CH:9]=2)[CH:5]=[CH:6][CH:7]=1, predict the reactants needed to synthesize it. The reactants are: [Cl:1][C:2]1[CH:3]=[C:4]([C:8]2[CH:13]=[C:12]([O:14][CH3:15])[CH:11]=[C:10]([F:16])[CH:9]=2)[CH:5]=[CH:6][CH:7]=1.C([Li])CCC.[I:22]I. (7) Given the product [Cl:16][C:6]1[N:5]=[CH:4][N:3]=[C:2]([NH:27][C@@H:20]2[CH2:21][C@H:22]([CH2:25][OH:26])[C@@H:23]([OH:24])[C@H:19]2[OH:18])[C:7]=1[CH2:8][CH:9]([O:13][CH2:14][CH3:15])[O:10][CH2:11][CH3:12], predict the reactants needed to synthesize it. The reactants are: Cl[C:2]1[C:7]([CH2:8][CH:9]([O:13][CH2:14][CH3:15])[O:10][CH2:11][CH3:12])=[C:6]([Cl:16])[N:5]=[CH:4][N:3]=1.[Cl-].[OH:18][C@@H:19]1[C@H:23]([OH:24])[C@@H:22]([CH2:25][OH:26])[CH2:21][C@H:20]1[NH3+:27].CCN(CC)CC. (8) Given the product [F:20][C:15]1[CH:16]=[CH:17][CH:18]=[CH:19][C:14]=1[C:11]1[CH:12]=[CH:13][C:8]2[N:7]=[C:24]([C:26]3[CH:31]=[CH:30][CH:29]=[C:28]([C:32]4[N:33]=[N:34][C:35]([O:38][CH3:39])=[CH:36][CH:37]=4)[CH:27]=3)[CH2:23][C:22](=[O:40])[NH:21][C:9]=2[CH:10]=1, predict the reactants needed to synthesize it. The reactants are: C(OC(=O)[NH:7][C:8]1[CH:13]=[CH:12][C:11]([C:14]2[CH:19]=[CH:18][CH:17]=[CH:16][C:15]=2[F:20])=[CH:10][C:9]=1[NH:21][C:22](=[O:40])[CH2:23][C:24]([C:26]1[CH:31]=[CH:30][CH:29]=[C:28]([C:32]2[N:33]=[N:34][C:35]([O:38][CH3:39])=[CH:36][CH:37]=2)[CH:27]=1)=O)(C)(C)C.C(O)(C(F)(F)F)=O.